From a dataset of Catalyst prediction with 721,799 reactions and 888 catalyst types from USPTO. Predict which catalyst facilitates the given reaction. Reactant: Cl[S:2]([C:5]1[CH:6]=[CH:7][C:8]([OH:14])=[C:9]([CH:13]=1)[C:10]([OH:12])=[O:11])(=[O:4])=[O:3].[CH3:15][NH2:16]. Product: [OH:14][C:8]1[CH:7]=[CH:6][C:5]([S:2](=[O:4])(=[O:3])[NH:16][CH3:15])=[CH:13][C:9]=1[C:10]([OH:12])=[O:11]. The catalyst class is: 4.